Dataset: Full USPTO retrosynthesis dataset with 1.9M reactions from patents (1976-2016). Task: Predict the reactants needed to synthesize the given product. (1) Given the product [Cl:11][C:12]1[N:17]=[C:16]2[C:15]([NH:24][C:2](=[O:3])[N:18]2[CH:19]2[CH2:23][CH2:22][CH2:21][CH2:20]2)=[CH:14][N:13]=1, predict the reactants needed to synthesize it. The reactants are: Cl[C:2](OC1C=CC=CC=1)=[O:3].[Cl:11][C:12]1[N:17]=[C:16]([NH:18][CH:19]2[CH2:23][CH2:22][CH2:21][CH2:20]2)[C:15]([NH2:24])=[CH:14][N:13]=1.C([O-])(O)=O.[Na+]. (2) Given the product [Br:1][C:2]1[CH:8]=[CH:7][C:6]([N+:9]([O-:11])=[O:10])=[CH:5][C:3]=1[N:4]=[C:19]=[O:20], predict the reactants needed to synthesize it. The reactants are: [Br:1][C:2]1[CH:8]=[CH:7][C:6]([N+:9]([O-:11])=[O:10])=[CH:5][C:3]=1[NH2:4].C1(C)C=CC=CC=1.[C:19](Cl)(Cl)=[O:20].